Dataset: Reaction yield outcomes from USPTO patents with 853,638 reactions. Task: Predict the reaction yield, written as a fraction of the theoretical maximum amount of product (1.0 means a 100% yield; for example, 0.34 means a 34% yield). (1) The reactants are Br[C:2]1[CH:7]=[CH:6][C:5]([C:8]2([CH2:11][OH:12])[CH2:10][CH2:9]2)=[CH:4][CH:3]=1.[CH3:13][C:14]1([CH3:28])[CH2:19][O:18][B:17]([B:17]2[O:18][CH2:19][C:14]([CH3:28])([CH3:13])[CH2:15][O:16]2)[O:16][CH2:15]1.CC([O-])=O.[K+]. The catalyst is C1COCC1.C1C=CC(P(C2C=CC=CC=2)[C-]2C=CC=C2)=CC=1.C1C=CC(P(C2C=CC=CC=2)[C-]2C=CC=C2)=CC=1.Cl[Pd]Cl.[Fe+2]. The product is [CH3:13][C:14]1([CH3:28])[CH2:19][O:18][B:17]([C:2]2[CH:7]=[CH:6][C:5]([C:8]3([CH2:11][OH:12])[CH2:10][CH2:9]3)=[CH:4][CH:3]=2)[O:16][CH2:15]1. The yield is 0.950. (2) The reactants are [CH2:1]([N:8]1[C@@H:13]2[C@H:14]([C:16]#[N:17])[CH2:15][C@@:9]1([C:36]1[CH:41]=[CH:40][CH:39]=[CH:38][CH:37]=1)[C@H:10]([O:18][C@H:19]([C:22]1[CH:27]=[C:26]([C:28]([F:31])([F:30])[F:29])[CH:25]=[C:24]([C:32]([F:35])([F:34])[F:33])[CH:23]=1)[CH2:20][OH:21])[CH2:11][CH2:12]2)[C:2]1[CH:7]=[CH:6][CH:5]=[CH:4][CH:3]=1.[CH2:42](Br)[C:43]1[CH:48]=[CH:47][CH:46]=[CH:45][CH:44]=1.C1OCCOCCOCCOCCOCCOC1.[H-].[Na+]. The catalyst is C1COCC1.O. The product is [CH2:1]([N:8]1[C@@H:13]2[C@H:14]([C:16]#[N:17])[CH2:15][C@@:9]1([C:36]1[CH:41]=[CH:40][CH:39]=[CH:38][CH:37]=1)[C@H:10]([O:18][C@H:19]([C:22]1[CH:27]=[C:26]([C:28]([F:30])([F:31])[F:29])[CH:25]=[C:24]([C:32]([F:33])([F:34])[F:35])[CH:23]=1)[CH2:20][O:21][CH2:42][C:43]1[CH:48]=[CH:47][CH:46]=[CH:45][CH:44]=1)[CH2:11][CH2:12]2)[C:2]1[CH:7]=[CH:6][CH:5]=[CH:4][CH:3]=1. The yield is 0.790.